From a dataset of Full USPTO retrosynthesis dataset with 1.9M reactions from patents (1976-2016). Predict the reactants needed to synthesize the given product. (1) The reactants are: [OH:1][C:2]1[CH:19]=[CH:18][C:5]2[CH2:6][CH2:7][N:8]([C:11]([O:13][C:14]([CH3:17])([CH3:16])[CH3:15])=[O:12])[CH2:9][CH2:10][C:4]=2[CH:3]=1.[H-].[Na+].Cl[C:23]1[N:28]=[CH:27][C:26]([C:29]([O:31][CH3:32])=[O:30])=[CH:25][CH:24]=1. Given the product [CH3:32][O:31][C:29]([C:26]1[CH:25]=[CH:24][C:23]([O:1][C:2]2[CH:19]=[CH:18][C:5]3[CH2:6][CH2:7][N:8]([C:11]([O:13][C:14]([CH3:16])([CH3:15])[CH3:17])=[O:12])[CH2:9][CH2:10][C:4]=3[CH:3]=2)=[N:28][CH:27]=1)=[O:30], predict the reactants needed to synthesize it. (2) Given the product [Na+:30].[CH3:1][C:2]1[CH:23]=[C:22]([CH3:24])[CH:21]=[C:20]([CH3:25])[C:3]=1[C:4]([P:6]([C:9](=[O:19])[C:10]1[C:11]([CH3:18])=[CH:12][C:13]([CH3:17])=[CH:14][C:15]=1[CH3:16])(=[O:7])[O-:8])=[O:5], predict the reactants needed to synthesize it. The reactants are: [CH3:1][C:2]1[CH:23]=[C:22]([CH3:24])[CH:21]=[C:20]([CH3:25])[C:3]=1[C:4]([P:6]([C:9](=[O:19])[C:10]1[C:15]([CH3:16])=[CH:14][C:13]([CH3:17])=[CH:12][C:11]=1[CH3:18])(=[O:8])[OH:7])=[O:5].C(=O)([O-])O.[Na+:30]. (3) Given the product [Cl:8][CH:7]([C:20]1[CH:21]=[C:14]([Cl:13])[CH:15]=[CH:16][C:17]=1[CH:18]=[O:23])[C:6]1[CH:9]=[CH:10][CH:11]=[CH:12][CH:5]=1, predict the reactants needed to synthesize it. The reactants are: [Mg].II.Cl[C:5]1[CH:12]=[CH:11][CH:10]=[CH:9][C:6]=1[CH2:7][Cl:8].[Cl:13][C:14]1[CH:21]=[CH:20][C:17]([C:18]#N)=[CH:16][CH:15]=1.Cl.[O:23]1CCCC1.C(OCC)C.